Dataset: Forward reaction prediction with 1.9M reactions from USPTO patents (1976-2016). Task: Predict the product of the given reaction. Given the reactants [CH:1]([C@@H:4]1[CH2:8][O:7][C:6](=[O:9])[N:5]1[C:10]1[CH:18]=[CH:17][C:13]([C:14]([OH:16])=O)=[CH:12][CH:11]=1)([CH3:3])[CH3:2].[CH3:19][C:20]1[CH:21]=[CH:22][C:23]([N:26]2[CH2:31][CH2:30][NH:29][CH2:28][CH2:27]2)=[N:24][CH:25]=1, predict the reaction product. The product is: [CH:1]([C@@H:4]1[CH2:8][O:7][C:6](=[O:9])[N:5]1[C:10]1[CH:11]=[CH:12][C:13]([C:14]([N:29]2[CH2:30][CH2:31][N:26]([C:23]3[CH:22]=[CH:21][C:20]([CH3:19])=[CH:25][N:24]=3)[CH2:27][CH2:28]2)=[O:16])=[CH:17][CH:18]=1)([CH3:2])[CH3:3].